Dataset: Forward reaction prediction with 1.9M reactions from USPTO patents (1976-2016). Task: Predict the product of the given reaction. (1) Given the reactants C([O:3][C:4](=[O:36])[C:5]1[CH:10]=[CH:9][CH:8]=[C:7]([N:11]2[C:15]([CH3:16])=[CH:14][CH:13]=[C:12]2[C:17]2[CH:22]=[C:21]([S:23]([CH3:26])(=[O:25])=[O:24])[CH:20]=[CH:19][C:18]=2[O:27][CH2:28][C:29]2[CH:34]=[CH:33][C:32]([F:35])=[CH:31][CH:30]=2)[CH:6]=1)C.C(O)C, predict the reaction product. The product is: [CH3:26][S:23]([C:21]1[CH:20]=[CH:19][C:18]([O:27][CH2:28][C:29]2[CH:30]=[CH:31][C:32]([F:35])=[CH:33][CH:34]=2)=[C:17]([C:12]2[N:11]([C:7]3[CH:6]=[C:5]([CH:10]=[CH:9][CH:8]=3)[C:4]([OH:36])=[O:3])[C:15]([CH3:16])=[CH:14][CH:13]=2)[CH:22]=1)(=[O:24])=[O:25]. (2) Given the reactants Cl[C:2]1[C:11]2[C:6](=[CH:7][N:8]=[C:9]([F:12])[CH:10]=2)[N:5]=[CH:4][C:3]=1[C:13]#[N:14].[NH2:15][C:16]1[CH:17]=[C:18]([CH:21]=[CH:22][CH:23]=1)[C:19]#[N:20], predict the reaction product. The product is: [C:19]([C:18]1[CH:17]=[C:16]([NH:15][C:2]2[C:11]3[C:6](=[CH:7][N:8]=[C:9]([F:12])[CH:10]=3)[N:5]=[CH:4][C:3]=2[C:13]#[N:14])[CH:23]=[CH:22][CH:21]=1)#[N:20]. (3) Given the reactants [H-].[Na+].I[CH2:4][CH2:5][CH2:6][C:7]([CH3:12])([N+:9]([O-:11])=[O:10])[CH3:8].[F:13][C:14]1[CH:24]=[CH:23][C:17]2[N:18]([CH3:22])[C:19](=[O:21])[NH:20][C:16]=2[CH:15]=1, predict the reaction product. The product is: [F:13][C:14]1[CH:24]=[CH:23][C:17]2[N:18]([CH3:22])[C:19](=[O:21])[N:20]([CH2:4][CH2:5][CH2:6][C:7]([CH3:12])([N+:9]([O-:11])=[O:10])[CH3:8])[C:16]=2[CH:15]=1. (4) Given the reactants Cl.[F:2][C@H:3]1[C@:8]([CH2:11][OH:12])([O:9][CH3:10])[CH2:7][CH2:6][NH:5][CH2:4]1.CCN(C(C)C)C(C)C.CN1C(=O)CCC1.Cl[C:30]1[N:38]2[C:34](=[N:35][C:36]3[CH:42]=[CH:41][CH:40]=[CH:39][C:37]=32)[C:33]([C:43]([NH2:45])=[O:44])=[C:32]2[CH2:46][C:47]([CH3:50])([CH3:49])[CH2:48][C:31]=12, predict the reaction product. The product is: [F:2][C@H:3]1[C@:8]([CH2:11][OH:12])([O:9][CH3:10])[CH2:7][CH2:6][N:5]([C:30]2[N:38]3[C:34](=[N:35][C:36]4[CH:42]=[CH:41][CH:40]=[CH:39][C:37]=43)[C:33]([C:43]([NH2:45])=[O:44])=[C:32]3[CH2:46][C:47]([CH3:50])([CH3:49])[CH2:48][C:31]=23)[CH2:4]1.